Dataset: Full USPTO retrosynthesis dataset with 1.9M reactions from patents (1976-2016). Task: Predict the reactants needed to synthesize the given product. (1) The reactants are: [O:1]1[CH2:6][CH:5]=[C:4]([C:7]2[CH:12]=[C:11]([C:13]3[CH:14]=[C:15]([CH:17]=[CH:18][C:19]=3[CH3:20])[NH2:16])[CH:10]=[C:9]([N:21]3[CH2:26][CH2:25][O:24][CH2:23][CH2:22]3)[N:8]=2)[CH2:3][CH2:2]1. Given the product [CH3:20][C:19]1[CH:18]=[CH:17][C:15]([NH2:16])=[CH:14][C:13]=1[C:11]1[CH:12]=[C:7]([CH:4]2[CH2:3][CH2:2][O:1][CH2:6][CH2:5]2)[N:8]=[C:9]([N:21]2[CH2:26][CH2:25][O:24][CH2:23][CH2:22]2)[CH:10]=1.[O:1]1[CH2:2][CH:3]=[C:4]([C:7]2[CH:12]=[C:11]([C:13]3[CH:14]=[C:15]([CH:17]=[CH:18][C:19]=3[CH3:20])[NH2:16])[CH:10]=[C:9]([N:21]3[CH2:22][CH2:23][O:24][CH2:25][CH2:26]3)[N:8]=2)[CH2:5][CH2:6]1, predict the reactants needed to synthesize it. (2) Given the product [Cl:3][C:4]1[C:9]([O:10][CH3:11])=[CH:8][C:7]([C:12](=[C:25]([F:27])[F:26])[C:13]([O:15][CH3:16])=[O:14])=[C:6]([F:23])[CH:5]=1, predict the reactants needed to synthesize it. The reactants are: [H-].[Na+].[Cl:3][C:4]1[C:9]([O:10][CH3:11])=[CH:8][C:7]([CH:12](C([O-])=O)[C:13]([O:15][C:16](C)(C)C)=[O:14])=[C:6]([F:23])[CH:5]=1.Br[C:25](Br)([F:27])[F:26].[Cl-].[NH4+]. (3) Given the product [CH2:13]1[N:12]([C:9]2[C:10]3[C:5](=[CH:4][CH:3]=[C:2]([S:22](=[O:25])(=[O:24])[NH2:23])[CH:11]=3)[CH:6]=[CH:7][N:8]=2)[CH2:17][CH2:16][N:15]2[CH2:18][CH2:19][CH2:20][CH2:21][CH:14]12, predict the reactants needed to synthesize it. The reactants are: O[C:2]1[CH:11]=[C:10]2[C:5]([CH:6]=[CH:7][N:8]=[C:9]2[N:12]2[CH2:17][CH2:16][N:15]3[CH2:18][CH2:19][CH2:20][CH2:21][CH:14]3[CH2:13]2)=[CH:4][CH:3]=1.[S:22](Cl)(=[O:25])(=[O:24])[NH2:23].C(=O)([O-])O.[Na+]. (4) Given the product [C:25]([C:27]1[CH:32]=[CH:31][C:30]([C:2]2[CH:24]=[CH:23][CH:22]=[CH:21][C:3]=2[CH2:4][C:5]2[S:6][C:7]([CH2:17][C:18]([OH:20])=[O:19])=[C:8]([C:10]3[CH:15]=[CH:14][C:13]([F:16])=[CH:12][CH:11]=3)[N:9]=2)=[CH:29][CH:28]=1)#[N:26], predict the reactants needed to synthesize it. The reactants are: Br[C:2]1[CH:24]=[CH:23][CH:22]=[CH:21][C:3]=1[CH2:4][C:5]1[S:6][C:7]([CH2:17][C:18]([OH:20])=[O:19])=[C:8]([C:10]2[CH:15]=[CH:14][C:13]([F:16])=[CH:12][CH:11]=2)[N:9]=1.[C:25]([C:27]1[CH:32]=[CH:31][C:30](B(O)O)=[CH:29][CH:28]=1)#[N:26].